From a dataset of Forward reaction prediction with 1.9M reactions from USPTO patents (1976-2016). Predict the product of the given reaction. Given the reactants [C:1]([O:5][C:6]([N:8]1[CH2:13][CH2:12][CH:11]([C:14]([OH:16])=O)[CH2:10][CH2:9]1)=[O:7])([CH3:4])([CH3:3])[CH3:2].Cl.CN(C)CCCN=C=NCC.C(N(CC)CC)C.[Cl:36][C:37]1[CH:50]=[C:49]([Cl:51])[CH:48]=[CH:47][C:38]=1[O:39][C:40]1[CH:45]=[CH:44][CH:43]=[CH:42][C:41]=1[NH2:46], predict the reaction product. The product is: [C:1]([O:5][C:6]([N:8]1[CH2:9][CH2:10][CH:11]([C:14](=[O:16])[NH:46][C:41]2[CH:42]=[CH:43][CH:44]=[CH:45][C:40]=2[O:39][C:38]2[CH:47]=[CH:48][C:49]([Cl:51])=[CH:50][C:37]=2[Cl:36])[CH2:12][CH2:13]1)=[O:7])([CH3:2])([CH3:3])[CH3:4].